Dataset: Reaction yield outcomes from USPTO patents with 853,638 reactions. Task: Predict the reaction yield, written as a fraction of the theoretical maximum amount of product (1.0 means a 100% yield; for example, 0.34 means a 34% yield). (1) The reactants are [Cl:1][C:2]1[S:6][C:5]([C:7]2[C:11]([I:12])=[C:10]([CH3:13])[NH:9][N:8]=2)=[CH:4][CH:3]=1.[H-].[Na+].I[CH:17]([CH3:19])[CH3:18].[Cl-].[NH4+]. The catalyst is CN(C)C=O. The product is [Cl:1][C:2]1[S:6][C:5]([C:7]2[C:11]([I:12])=[C:10]([CH3:13])[N:9]([CH:17]([CH3:19])[CH3:18])[N:8]=2)=[CH:4][CH:3]=1. The yield is 0.670. (2) The reactants are Br[C:2]1[S:6][C:5]([C:7]([S:10]([NH2:13])(=[O:12])=[O:11])([CH3:9])[CH3:8])=[N:4][CH:3]=1.[N+:14]([C:17]1[CH:18]=[C:19]([NH:32][C:33]2[N:38]=[C:37]([C:39]([F:42])([F:41])[F:40])[CH:36]=[CH:35][N:34]=2)[CH:20]=[C:21](B2OC(C)(C)C(C)(C)O2)[CH:22]=1)([O-:16])=[O:15].C(Cl)Cl.C([O-])([O-])=O.[Na+].[Na+]. The catalyst is O.C1C=CC(P(C2C=CC=CC=2)[C-]2C=CC=C2)=CC=1.C1C=CC(P(C2C=CC=CC=2)[C-]2C=CC=C2)=CC=1.Cl[Pd]Cl.[Fe+2].O1CCOCC1. The product is [N+:14]([C:17]1[CH:22]=[C:21]([C:2]2[S:6][C:5]([C:7]([S:10]([NH2:13])(=[O:12])=[O:11])([CH3:9])[CH3:8])=[N:4][CH:3]=2)[CH:20]=[C:19]([NH:32][C:33]2[N:38]=[C:37]([C:39]([F:42])([F:41])[F:40])[CH:36]=[CH:35][N:34]=2)[CH:18]=1)([O-:16])=[O:15]. The yield is 0.740. (3) The reactants are [CH2:1]([O:3][C:4]([C:6]1[C:15](=[O:16])[C:14]2[C:9](=[C:10](Cl)[N:11]=[C:12]([CH2:17][N:18]3[CH2:23][CH2:22][O:21][CH2:20][CH2:19]3)[CH:13]=2)[N:8]([CH3:25])[CH:7]=1)=[O:5])[CH3:2].C([O-])(=O)C.[K+]. The catalyst is C(O)(C)C.[Pd]. The product is [CH2:1]([O:3][C:4]([C:6]1[C:15](=[O:16])[C:14]2[C:9](=[CH:10][N:11]=[C:12]([CH2:17][N:18]3[CH2:19][CH2:20][O:21][CH2:22][CH2:23]3)[CH:13]=2)[N:8]([CH3:25])[CH:7]=1)=[O:5])[CH3:2]. The yield is 0.700. (4) The reactants are [Cl:1][C:2]1[CH:46]=[CH:45][C:5]2[NH:6][C:7]([C@@H:9]([NH:28][C:29](=[O:44])[C:30]3[CH:35]=[CH:34][C:33]([C:36]([N:38]4[CH2:42][CH2:41][CH2:40][CH2:39]4)=[O:37])=[C:32]([CH3:43])[CH:31]=3)[CH2:10][CH2:11][C:12]([N:14]3[CH2:18][CH2:17][CH2:16][C@H:15]3[CH2:19][NH:20]C(OC(C)(C)C)=O)=[O:13])=[N:8][C:4]=2[CH:3]=1.FC(F)(F)C(O)=O.ClCl. The product is [Cl:1][C:2]1[CH:46]=[CH:45][C:5]2[NH:6][C:7]([C@@H:9]([NH:28][C:29](=[O:44])[C:30]3[CH:35]=[CH:34][C:33]([C:36]([N:38]4[CH2:42][CH2:41][CH2:40][CH2:39]4)=[O:37])=[C:32]([CH3:43])[CH:31]=3)[CH2:10][CH2:11][C:12]([N:14]3[CH2:18][CH2:17][CH2:16][C@H:15]3[CH2:19][NH2:20])=[O:13])=[N:8][C:4]=2[CH:3]=1. The catalyst is C(OCC)(=O)C. The yield is 1.00. (5) The reactants are [CH2:1]([O:3][C:4]1[N:8]([CH2:9][C:10]2[CH:15]=[CH:14][C:13]([C:16]3[CH:21]=[CH:20][CH:19]=[CH:18][C:17]=3[C:22]3[NH:26][C:25](=[O:27])[O:24][N:23]=3)=[CH:12][CH:11]=2)[C:7]2[C:28]([C:32]([OH:34])=[O:33])=[CH:29][CH:30]=[CH:31][C:6]=2[N:5]=1)[CH3:2].Cl[CH:36]1[CH2:40][O:39][C:38](=[O:41])[O:37]1.C(N(CC)CC)C. The catalyst is CN(C=O)C. The product is [CH2:1]([O:3][C:4]1[N:8]([CH2:9][C:10]2[CH:11]=[CH:12][C:13]([C:16]3[CH:21]=[CH:20][CH:19]=[CH:18][C:17]=3[C:22]3[NH:26][C:25](=[O:27])[O:24][N:23]=3)=[CH:14][CH:15]=2)[C:7]2[C:28]([C:32]([O:34][CH:36]3[CH2:40][O:39][C:38](=[O:41])[O:37]3)=[O:33])=[CH:29][CH:30]=[CH:31][C:6]=2[N:5]=1)[CH3:2]. The yield is 0.220.